The task is: Regression. Given a peptide amino acid sequence and an MHC pseudo amino acid sequence, predict their binding affinity value. This is MHC class I binding data.. This data is from Peptide-MHC class I binding affinity with 185,985 pairs from IEDB/IMGT. The peptide sequence is ILMARYMSK. The MHC is HLA-A31:01 with pseudo-sequence HLA-A31:01. The binding affinity (normalized) is 0.744.